Predict the product of the given reaction. From a dataset of Forward reaction prediction with 1.9M reactions from USPTO patents (1976-2016). (1) Given the reactants [CH2:1]([O:8][CH2:9][CH2:10][CH:11]1[CH2:20][CH:19]([NH:21][CH2:22][C:23]2[CH:28]=[C:27]([C:29]([F:32])([F:31])[F:30])[CH:26]=[C:25]([C:33]([F:36])([F:35])[F:34])[CH:24]=2)[C:18]2[C:13](=[CH:14][CH:15]=[C:16]([C:37]([F:40])([F:39])[F:38])[CH:17]=2)[N:12]1[C:41](=[O:46])[C:42]([F:45])([F:44])[F:43])[C:2]1[CH:7]=[CH:6][CH:5]=[CH:4][CH:3]=1.N1C=CC=CC=1.Cl[C:54]([O:56][CH3:57])=[O:55], predict the reaction product. The product is: [CH3:57][O:56][C:54](=[O:55])[N:21]([CH:19]1[C:18]2[C:13](=[CH:14][CH:15]=[C:16]([C:37]([F:40])([F:38])[F:39])[CH:17]=2)[N:12]([C:41](=[O:46])[C:42]([F:43])([F:44])[F:45])[CH:11]([CH2:10][CH2:9][O:8][CH2:1][C:2]2[CH:3]=[CH:4][CH:5]=[CH:6][CH:7]=2)[CH2:20]1)[CH2:22][C:23]1[CH:24]=[C:25]([C:33]([F:34])([F:35])[F:36])[CH:26]=[C:27]([C:29]([F:30])([F:31])[F:32])[CH:28]=1. (2) Given the reactants [CH3:1][C@@H:2]1[CH2:6][CH2:5][CH2:4][N:3]1[CH2:7][CH2:8][C:9]1[CH:14]=[CH:13][C:12]([C:15]2[CH:20]=[CH:19][C:18]([CH2:21][CH2:22][C:23]([OH:25])=[O:24])=[CH:17][CH:16]=2)=[CH:11][CH:10]=1.Cl.[CH2:27](O)[CH3:28], predict the reaction product. The product is: [CH3:1][C@@H:2]1[CH2:6][CH2:5][CH2:4][N:3]1[CH2:7][CH2:8][C:9]1[CH:14]=[CH:13][C:12]([C:15]2[CH:16]=[CH:17][C:18]([CH2:21][CH2:22][C:23]([O:25][CH2:27][CH3:28])=[O:24])=[CH:19][CH:20]=2)=[CH:11][CH:10]=1. (3) Given the reactants [H-].[Na+].O[CH2:4][CH2:5][CH2:6][C@@H:7]([CH2:23][O:24]S(C1C=CC(C)=CC=1)(=O)=O)[CH2:8][C@H:9]1[CH2:13][O:12][C:11]([CH3:15])([CH3:14])[N:10]1[C:16]([O:18][C:19]([CH3:22])([CH3:21])[CH3:20])=[O:17], predict the reaction product. The product is: [CH3:15][C:11]1([CH3:14])[N:10]([C:16]([O:18][C:19]([CH3:20])([CH3:21])[CH3:22])=[O:17])[C@@H:9]([CH2:8][C@H:7]2[CH2:6][CH2:5][CH2:4][O:24][CH2:23]2)[CH2:13][O:12]1. (4) The product is: [Cl:28][C:5]1[CH:4]=[CH:3][C:2]([B:29]2[O:33][C:32]([CH3:35])([CH3:34])[C:31]([CH3:37])([CH3:36])[O:30]2)=[CH:27][C:6]=1[C:7]([NH:9][C:10]1[N:14]([C:15]2[CH:20]=[CH:19][CH:18]=[CH:17][CH:16]=2)[N:13]=[C:12]([C:21]([NH:23][CH:24]2[CH2:26][CH2:25]2)=[O:22])[CH:11]=1)=[O:8]. Given the reactants Br[C:2]1[CH:3]=[CH:4][C:5]([Cl:28])=[C:6]([CH:27]=1)[C:7]([NH:9][C:10]1[N:14]([C:15]2[CH:20]=[CH:19][CH:18]=[CH:17][CH:16]=2)[N:13]=[C:12]([C:21]([NH:23][CH:24]2[CH2:26][CH2:25]2)=[O:22])[CH:11]=1)=[O:8].[B:29]1([B:29]2[O:33][C:32]([CH3:35])([CH3:34])[C:31]([CH3:37])([CH3:36])[O:30]2)[O:33][C:32]([CH3:35])([CH3:34])[C:31]([CH3:37])([CH3:36])[O:30]1.CC([O-])=O.[K+], predict the reaction product. (5) Given the reactants [CH:1]1[C:6]([OH:7])=[CH:5][CH:4]=[CH:3][C:2]=1[CH3:8].[C:9](O[C:9]([C:11]([F:14])([F:13])[F:12])=[O:10])([C:11]([F:14])([F:13])[F:12])=[O:10].[Cl-].[Cl-].[Cl-].[Al+3], predict the reaction product. The product is: [F:12][C:11]([F:14])([F:13])[C:9]([C:5]1[CH:4]=[CH:3][C:2]([CH3:8])=[CH:1][C:6]=1[OH:7])=[O:10]. (6) Given the reactants [O:1]1[C:5]([C:6]2[CH:11]=[CH:10][CH:9]=[CH:8][C:7]=2[CH2:12][OH:13])=[CH:4][CH:3]=[N:2]1, predict the reaction product. The product is: [O:1]1[C:5]([C:6]2[CH:11]=[CH:10][CH:9]=[CH:8][C:7]=2[CH:12]=[O:13])=[CH:4][CH:3]=[N:2]1. (7) The product is: [ClH:33].[CH3:1][N:2]1[C:6]2[CH:7]=[CH:8][C:9]([S:11]([N:14]3[C:22]4[C:17](=[CH:18][CH:19]=[CH:20][CH:21]=4)[CH2:16][CH2:15]3)(=[O:12])=[O:13])=[CH:10][C:5]=2[N:4]=[C:3]1[CH2:23][NH:24][C:25]1[CH:26]=[CH:27][C:28]([C:31](=[NH:41])[NH2:32])=[CH:29][CH:30]=1. Given the reactants [CH3:1][N:2]1[C:6]2[CH:7]=[CH:8][C:9]([S:11]([N:14]3[C:22]4[C:17](=[CH:18][CH:19]=[CH:20][CH:21]=4)[CH2:16][CH2:15]3)(=[O:13])=[O:12])=[CH:10][C:5]=2[N:4]=[C:3]1[CH2:23][NH:24][C:25]1[CH:30]=[CH:29][C:28]([C:31]#[N:32])=[CH:27][CH:26]=1.[ClH:33].C(O)C.C(=O)([O-])[O-].[NH4+:41].[NH4+], predict the reaction product.